This data is from Catalyst prediction with 721,799 reactions and 888 catalyst types from USPTO. The task is: Predict which catalyst facilitates the given reaction. (1) Reactant: [F:1][C:2]1[C:3]([C:10]2[CH:33]=[CH:32][C:13]([CH2:14][O:15][C:16]3[CH:24]=[C:23]4[C:19]([CH2:20][CH2:21][C@@:22]54[CH2:26][C@H:25]5[C:27]([O:29]CC)=[O:28])=[CH:18][CH:17]=3)=[CH:12][C:11]=2[C:34]([CH3:38])([CH:36]=[CH2:37])[CH3:35])=[CH:4][C:5]([O:8][CH3:9])=[N:6][CH:7]=1.[OH-].[Li+]. Product: [F:1][C:2]1[C:3]([C:10]2[CH:33]=[CH:32][C:13]([CH2:14][O:15][C:16]3[CH:24]=[C:23]4[C:19]([CH2:20][CH2:21][C@@:22]54[CH2:26][C@H:25]5[C:27]([OH:29])=[O:28])=[CH:18][CH:17]=3)=[CH:12][C:11]=2[C:34]([CH3:38])([CH:36]=[CH2:37])[CH3:35])=[CH:4][C:5]([O:8][CH3:9])=[N:6][CH:7]=1. The catalyst class is: 5. (2) Reactant: CON(C)[C:4](=[O:18])[C@H:5]([NH:7][C:8](=[O:17])[O:9][CH2:10][C:11]1[CH:16]=[CH:15][CH:14]=[CH:13][CH:12]=1)[CH3:6].[CH3:20][Mg]Br.C1COCC1.C1(C)C=CC=CC=1.O. Product: [CH2:10]([O:9][C:8](=[O:17])[NH:7][C@@H:5]([C:4](=[O:18])[CH3:20])[CH3:6])[C:11]1[CH:12]=[CH:13][CH:14]=[CH:15][CH:16]=1. The catalyst class is: 1. (3) Reactant: [CH2:1]([CH:8]1[CH2:12][O:11][C:10](=[O:13])[N:9]1[C:14](=[O:19])[CH2:15][CH2:16][CH:17]=[CH2:18])[C:2]1[CH:7]=[CH:6][CH:5]=[CH:4][CH:3]=1.[Li]N([Si](C)(C)C)[Si](C)(C)C.[CH2:30]([O:37][C:38]1[CH:39]=[C:40]([Cl:47])[C:41]([CH2:45]Br)=[C:42]([Cl:44])[CH:43]=1)[C:31]1[CH:36]=[CH:35][CH:34]=[CH:33][CH:32]=1. Product: [CH2:1]([C@H:8]1[CH2:12][O:11][C:10](=[O:13])[N:9]1[C:14](=[O:19])[C@@H:15]([CH2:45][C:41]1[C:40]([Cl:47])=[CH:39][C:38]([O:37][CH2:30][C:31]2[CH:32]=[CH:33][CH:34]=[CH:35][CH:36]=2)=[CH:43][C:42]=1[Cl:44])[CH2:16][CH:17]=[CH2:18])[C:2]1[CH:3]=[CH:4][CH:5]=[CH:6][CH:7]=1. The catalyst class is: 1. (4) Reactant: [NH2:1][C:2]1[CH:7]=[CH:6][C:5]([C:8]2[CH:13]=[CH:12][C:11]([Cl:14])=[CH:10][CH:9]=2)=[CH:4][C:3]=1[C:15]#[N:16].[N-:17]=[N+:18]=[N-:19].[Na+].Cl.C(N(CC)CC)C.Cl. Product: [Cl:14][C:11]1[CH:12]=[CH:13][C:8]([C:5]2[CH:6]=[CH:7][C:2]([NH2:1])=[C:3]([C:15]3[NH:19][N:18]=[N:17][N:16]=3)[CH:4]=2)=[CH:9][CH:10]=1. The catalyst class is: 93. (5) Reactant: [C:1]([C@H:3]1[C@H:8]2[CH2:9][C@H:7]2[C@H:6]2[C@H:10]3[C@H:20]([CH2:21][CH2:22][C@:4]12[CH3:5])[C@:18]1([CH3:19])[C:13](=[CH:14][C:15](=O)[CH2:16][CH2:17]1)[CH2:12][CH2:11]3)#[N:2].Cl.[NH2:25][OH:26]. Product: [C:1]([C@H:3]1[C@H:8]2[CH2:9][C@H:7]2[C@H:6]2[C@H:10]3[C@H:20]([CH2:21][CH2:22][C@:4]12[CH3:5])[C@:18]1([CH3:19])[C:13](=[CH:14][C:15](=[N:25][OH:26])[CH2:16][CH2:17]1)[CH2:12][CH2:11]3)#[N:2]. The catalyst class is: 17.